From a dataset of NCI-60 drug combinations with 297,098 pairs across 59 cell lines. Regression. Given two drug SMILES strings and cell line genomic features, predict the synergy score measuring deviation from expected non-interaction effect. (1) Drug 1: CCCCC(=O)OCC(=O)C1(CC(C2=C(C1)C(=C3C(=C2O)C(=O)C4=C(C3=O)C=CC=C4OC)O)OC5CC(C(C(O5)C)O)NC(=O)C(F)(F)F)O. Drug 2: C(CC(=O)O)C(=O)CN.Cl. Cell line: SK-MEL-28. Synergy scores: CSS=50.5, Synergy_ZIP=-2.86, Synergy_Bliss=-5.44, Synergy_Loewe=-22.9, Synergy_HSA=-3.57. (2) Drug 1: CC1OCC2C(O1)C(C(C(O2)OC3C4COC(=O)C4C(C5=CC6=C(C=C35)OCO6)C7=CC(=C(C(=C7)OC)O)OC)O)O. Drug 2: CN(CC1=CN=C2C(=N1)C(=NC(=N2)N)N)C3=CC=C(C=C3)C(=O)NC(CCC(=O)O)C(=O)O. Cell line: HS 578T. Synergy scores: CSS=24.5, Synergy_ZIP=-12.6, Synergy_Bliss=-10.0, Synergy_Loewe=-8.83, Synergy_HSA=-7.90. (3) Drug 1: CC1C(C(CC(O1)OC2CC(CC3=C2C(=C4C(=C3O)C(=O)C5=C(C4=O)C(=CC=C5)OC)O)(C(=O)C)O)N)O.Cl. Drug 2: CS(=O)(=O)OCCCCOS(=O)(=O)C. Cell line: TK-10. Synergy scores: CSS=12.4, Synergy_ZIP=-5.11, Synergy_Bliss=2.86, Synergy_Loewe=-13.0, Synergy_HSA=0.460.